From a dataset of Forward reaction prediction with 1.9M reactions from USPTO patents (1976-2016). Predict the product of the given reaction. Given the reactants C([O:8][C:9]1[CH:10]=[CH:11][C:12]2[C:13]3[N:22]([NH:23][CH:24]([CH3:26])[CH3:25])[C:21]([CH2:27][O:28][CH2:29][CH3:30])=[N:20][C:14]=3[C:15]([NH2:19])=[N:16][C:17]=2[CH:18]=1)C1C=CC=CC=1, predict the reaction product. The product is: [NH2:19][C:15]1[C:14]2[N:20]=[C:21]([CH2:27][O:28][CH2:29][CH3:30])[N:22]([NH:23][CH:24]([CH3:26])[CH3:25])[C:13]=2[C:12]2[CH:11]=[CH:10][C:9]([OH:8])=[CH:18][C:17]=2[N:16]=1.